This data is from Forward reaction prediction with 1.9M reactions from USPTO patents (1976-2016). The task is: Predict the product of the given reaction. The product is: [CH:11]1([NH:17][C:18]2[N:3]3[C:4]([CH3:10])=[C:5]([Br:9])[CH:6]=[C:7]([Br:8])[C:2]3=[N:1][C:23]=2[C:22]2[CH:25]=[CH:26][CH:27]=[CH:28][C:21]=2[O:20][CH3:19])[CH2:16][CH2:15][CH2:14][CH2:13][CH2:12]1. Given the reactants [NH2:1][C:2]1[C:7]([Br:8])=[CH:6][C:5]([Br:9])=[C:4]([CH3:10])[N:3]=1.[CH:11]1([N+:17]#[C-:18])[CH2:16][CH2:15][CH2:14][CH2:13][CH2:12]1.[CH3:19][O:20][C:21]1[CH:28]=[CH:27][CH:26]=[CH:25][C:22]=1[CH:23]=O, predict the reaction product.